Dataset: Forward reaction prediction with 1.9M reactions from USPTO patents (1976-2016). Task: Predict the product of the given reaction. Given the reactants [Br:1][C:2]1[CH:7]=[CH:6][CH:5]=[CH:4][C:3]=1[O:8][CH2:9][CH2:10]Cl.[F:12][C:13]1[CH:20]=[CH:19][C:16]([CH2:17][NH2:18])=[CH:15][CH:14]=1, predict the reaction product. The product is: [Br:1][C:2]1[CH:7]=[CH:6][CH:5]=[CH:4][C:3]=1[O:8][CH2:9][CH2:10][NH:18][CH2:17][C:16]1[CH:19]=[CH:20][C:13]([F:12])=[CH:14][CH:15]=1.